From a dataset of Catalyst prediction with 721,799 reactions and 888 catalyst types from USPTO. Predict which catalyst facilitates the given reaction. (1) Reactant: [OH-].[Na+].C[O:4][C:5](=[O:15])[CH2:6][S:7][C:8]1[CH:13]=[CH:12][CH:11]=[CH:10][C:9]=1[Br:14]. Product: [Br:14][C:9]1[CH:10]=[CH:11][CH:12]=[CH:13][C:8]=1[S:7][CH2:6][C:5]([OH:15])=[O:4]. The catalyst class is: 1. (2) Reactant: [CH2:1]([NH:8][C:9]([C:11]1[C:20](=[O:21])[N:19]([O:22]CC2C=CC=CC=2)[C:18]2[N:17]=[CH:16][C:15]([C:30]([O:32][CH3:33])=[O:31])=[CH:14][C:13]=2[C:12]=1[OH:34])=[O:10])[C:2]1[CH:7]=[CH:6][CH:5]=[CH:4][CH:3]=1.N#N. Product: [CH2:1]([NH:8][C:9]([C:11]1[C:20](=[O:21])[N:19]([OH:22])[C:18]2[N:17]=[CH:16][C:15]([C:30]([O:32][CH3:33])=[O:31])=[CH:14][C:13]=2[C:12]=1[OH:34])=[O:10])[C:2]1[CH:3]=[CH:4][CH:5]=[CH:6][CH:7]=1. The catalyst class is: 19.